This data is from Reaction yield outcomes from USPTO patents with 853,638 reactions. The task is: Predict the reaction yield, written as a fraction of the theoretical maximum amount of product (1.0 means a 100% yield; for example, 0.34 means a 34% yield). The reactants are CC[N:3](C1C=CC=CC=1)CC.[NH:12]1[C:20]2[C:15](=[CH:16][CH:17]=[CH:18][CH:19]=2)[CH:14]=[C:13]1[C:21]([OH:23])=O.Cl.CN(C)CCCN=C=NCC.ON1C2C=CC=CC=2N=N1. The catalyst is C1COCC1. The product is [NH:12]1[C:20]2[C:15](=[CH:16][CH:17]=[CH:18][CH:19]=2)[CH:14]=[C:13]1[C:21]([NH2:3])=[O:23]. The yield is 0.870.